Dataset: CYP2D6 inhibition data for predicting drug metabolism from PubChem BioAssay. Task: Regression/Classification. Given a drug SMILES string, predict its absorption, distribution, metabolism, or excretion properties. Task type varies by dataset: regression for continuous measurements (e.g., permeability, clearance, half-life) or binary classification for categorical outcomes (e.g., BBB penetration, CYP inhibition). Dataset: cyp2d6_veith. The compound is C(=N\Nc1nnc2c(n1)[nH]c1ccccc12)\c1cccnc1. The result is 0 (non-inhibitor).